From a dataset of Full USPTO retrosynthesis dataset with 1.9M reactions from patents (1976-2016). Predict the reactants needed to synthesize the given product. (1) Given the product [Cl:28][C:24]1[CH:23]=[C:22]([CH:27]=[CH:26][CH:25]=1)[CH:21]=[C:18]1[CH2:17][CH2:16][N:15]([C:13]2[CH:12]=[CH:11][N:10]=[C:9]([C@H:7]([OH:6])[CH3:8])[N:14]=2)[CH2:20][CH2:19]1, predict the reactants needed to synthesize it. The reactants are: C([O:6][C@@H:7]([C:9]1[N:14]=[C:13]([N:15]2[CH2:20][CH2:19][C:18](=[CH:21][C:22]3[CH:27]=[CH:26][CH:25]=[C:24]([Cl:28])[CH:23]=3)[CH2:17][CH2:16]2)[CH:12]=[CH:11][N:10]=1)[CH3:8])(=O)CCC.[OH-].[Na+]. (2) The reactants are: Br[C:2]1[C:11]2[C:6](=[CH:7][CH:8]=[CH:9][C:10]=2[N+:12]([O-:14])=[O:13])[CH:5]=[N:4][CH:3]=1.[CH3:15][O:16][C:17]1[C:18]([O:34][CH2:35][O:36][CH3:37])=[C:19](B2OC(C)(C)C(C)(C)O2)[CH:20]=[CH:21][C:22]=1[O:23][CH3:24].[OH-].[K+]. Given the product [CH3:15][O:16][C:17]1[C:18]([O:34][CH2:35][O:36][CH3:37])=[C:19]([C:2]2[C:11]3[C:6](=[CH:7][CH:8]=[CH:9][C:10]=3[N+:12]([O-:14])=[O:13])[CH:5]=[N:4][CH:3]=2)[CH:20]=[CH:21][C:22]=1[O:23][CH3:24], predict the reactants needed to synthesize it. (3) Given the product [CH3:19][O:18][C:15]1[CH:14]=[CH:13][C:12]([CH2:11][C@H:10]([NH:20][C:21](=[O:33])[C@@H:22]([NH:24][C:25]([C:27]2[CH:32]=[N:31][CH:30]=[CH:29][N:28]=2)=[O:26])[CH3:23])[C:9]([OH:34])=[O:8])=[CH:17][CH:16]=1, predict the reactants needed to synthesize it. The reactants are: C([O:8][C:9](=[O:34])[C@@H:10]([NH:20][C:21](=[O:33])[C@@H:22]([NH:24][C:25]([C:27]1[CH:32]=[N:31][CH:30]=[CH:29][N:28]=1)=[O:26])[CH3:23])[CH2:11][C:12]1[CH:17]=[CH:16][C:15]([O:18][CH3:19])=[CH:14][CH:13]=1)C1C=CC=CC=1. (4) The reactants are: [CH:1]1([C:4]2[CH:9]=[CH:8][C:7](B3OC(C)(C)C(C)(C)O3)=[C:6]([O:19][CH3:20])[CH:5]=2)[CH2:3][CH2:2]1.Cl[C:22]1[N:31]=[CH:30][CH:29]=[C:28]2[C:23]=1[CH2:24][CH2:25][N:26]([S:32]([NH:35][C:36]1[S:40][N:39]=[CH:38][N:37]=1)(=[O:34])=[O:33])[CH2:27]2. Given the product [CH:1]1([C:4]2[CH:9]=[CH:8][C:7]([C:22]3[N:31]=[CH:30][CH:29]=[C:28]4[C:23]=3[CH2:24][CH2:25][N:26]([S:32]([NH:35][C:36]3[S:40][N:39]=[CH:38][N:37]=3)(=[O:34])=[O:33])[CH2:27]4)=[C:6]([O:19][CH3:20])[CH:5]=2)[CH2:2][CH2:3]1, predict the reactants needed to synthesize it. (5) Given the product [CH3:27][O:28][C:29](=[O:41])[C:30]1[C:35]([C:36]([F:37])([F:38])[F:39])=[CH:34][C:33]([O:8][C:6]2[CH:5]=[CH:4][C:3]([CH:9]([CH3:26])[C:10]([C:16]3[CH:17]=[C:18]([CH3:25])[C:19]([C:20]#[N:21])=[C:22]([CH3:24])[CH:23]=3)([OH:15])[C:11]([F:14])([F:12])[F:13])=[C:2]([Cl:1])[CH:7]=2)=[N:32][CH:31]=1, predict the reactants needed to synthesize it. The reactants are: [Cl:1][C:2]1[CH:7]=[C:6]([OH:8])[CH:5]=[CH:4][C:3]=1[CH:9]([CH3:26])[C:10]([C:16]1[CH:23]=[C:22]([CH3:24])[C:19]([C:20]#[N:21])=[C:18]([CH3:25])[CH:17]=1)([OH:15])[C:11]([F:14])([F:13])[F:12].[CH3:27][O:28][C:29](=[O:41])[C:30]1[C:35]([C:36]([F:39])([F:38])[F:37])=[CH:34][C:33](Cl)=[N:32][CH:31]=1.C(N(CC)CC)C.N12CCN(CC1)CC2. (6) Given the product [C:39]([O:38][C:36](=[O:37])[NH:2][C:3]([CH2:4][OH:5])([CH3:26])[CH2:6][CH2:7][C:8]1[CH:13]=[CH:12][C:11]([O:14][CH2:15][CH2:16][CH2:17][CH2:18][CH2:19][CH2:20][CH3:21])=[C:10]([C:22]([F:23])([F:24])[F:25])[CH:9]=1)([CH3:42])([CH3:41])[CH3:40], predict the reactants needed to synthesize it. The reactants are: Cl.[NH2:2][C:3]([CH3:26])([CH2:6][CH2:7][C:8]1[CH:13]=[CH:12][C:11]([O:14][CH2:15][CH2:16][CH2:17][CH2:18][CH2:19][CH2:20][CH3:21])=[C:10]([C:22]([F:25])([F:24])[F:23])[CH:9]=1)[CH2:4][OH:5].C(N(CC)C(C)C)(C)C.[C:36](O[C:36]([O:38][C:39]([CH3:42])([CH3:41])[CH3:40])=[O:37])([O:38][C:39]([CH3:42])([CH3:41])[CH3:40])=[O:37]. (7) Given the product [F:1][C:2]1[N:6]([CH3:7])[N:5]=[C:4]([CH3:8])[C:3]=1[C:9]([NH2:12])=[O:10], predict the reactants needed to synthesize it. The reactants are: [F:1][C:2]1[N:6]([CH3:7])[N:5]=[C:4]([CH3:8])[C:3]=1[C:9](Cl)=[O:10].[NH3:12].C([O-])([O-])=O.[K+].[K+].[Cl-].[Na+].